From a dataset of Forward reaction prediction with 1.9M reactions from USPTO patents (1976-2016). Predict the product of the given reaction. (1) Given the reactants [CH:1](=[N:8][C:9]([CH3:12])([CH3:11])[CH3:10])[C:2]1[CH:7]=[CH:6][CH:5]=[CH:4][CH:3]=1.C(=O)(O)[O-:14].[Na+].OOS([O-])=O.[K+].O1CN1, predict the reaction product. The product is: [C:9]([N:8]1[CH:1]([C:2]2[CH:7]=[CH:6][CH:5]=[CH:4][CH:3]=2)[O:14]1)([CH3:12])([CH3:11])[CH3:10]. (2) Given the reactants [Cl:1][C:2]1[CH:7]=[CH:6][C:5]([OH:8])=[CH:4][C:3]=1[CH:9]([CH3:28])[C:10]([C:16]1[CH:17]=[CH:18][C:19]2[O:24][CH2:23][C:22](=[O:25])[N:21]([CH3:26])[C:20]=2[CH:27]=1)([OH:15])[C:11]([F:14])([F:13])[F:12].[CH3:29][O:30][C:31]([C:33]1[CH:38]=[CH:37][C:36](B(O)O)=[CH:35][CH:34]=1)=[O:32], predict the reaction product. The product is: [CH3:29][O:30][C:31](=[O:32])[C:33]1[CH:38]=[CH:37][C:36]([O:8][C:5]2[CH:6]=[CH:7][C:2]([Cl:1])=[C:3]([CH:9]([CH3:28])[C:10]([OH:15])([C:16]3[CH:17]=[CH:18][C:19]4[O:24][CH2:23][C:22](=[O:25])[N:21]([CH3:26])[C:20]=4[CH:27]=3)[C:11]([F:12])([F:13])[F:14])[CH:4]=2)=[CH:35][CH:34]=1.